Predict the reactants needed to synthesize the given product. From a dataset of Full USPTO retrosynthesis dataset with 1.9M reactions from patents (1976-2016). (1) The reactants are: [OH:1][CH2:2][C:3]1[CH:4]=[C:5]([N:9]2[C:13](=[O:14])[CH2:12][CH:11]([C:15]([O:17][CH3:18])=[O:16])[CH2:10]2)[CH:6]=[CH:7][CH:8]=1.[Cr](Cl)([O-])(=O)=O.[NH+]1C=CC=CC=1. Given the product [CH:2]([C:3]1[CH:4]=[C:5]([N:9]2[C:13](=[O:14])[CH2:12][CH:11]([C:15]([O:17][CH3:18])=[O:16])[CH2:10]2)[CH:6]=[CH:7][CH:8]=1)=[O:1], predict the reactants needed to synthesize it. (2) Given the product [C:19]([O:18][C:17]([NH:16][CH:13]([CH3:12])[C:14]#[C:15][C:2]1[CH:11]=[CH:10][CH:9]=[CH:8][C:3]=1[C:4]([O:6][CH3:7])=[O:5])=[O:23])([CH3:22])([CH3:21])[CH3:20], predict the reactants needed to synthesize it. The reactants are: I[C:2]1[CH:11]=[CH:10][CH:9]=[CH:8][C:3]=1[C:4]([O:6][CH3:7])=[O:5].[CH3:12][CH:13]([NH:16][C:17](=[O:23])[O:18][C:19]([CH3:22])([CH3:21])[CH3:20])[C:14]#[CH:15]. (3) Given the product [CH3:28][C:27]1([CH3:26])[C:32]([C:2]2[CH:3]=[C:4]([CH:9]=[CH:10][C:11]=2[O:12][CH:13]2[CH2:18][CH2:17][CH2:16][CH2:15][O:14]2)[C:5]([O:7][CH3:8])=[O:6])=[CH:31][CH2:30][CH2:29]1, predict the reactants needed to synthesize it. The reactants are: Br[C:2]1[CH:3]=[C:4]([CH:9]=[CH:10][C:11]=1[O:12][CH:13]1[CH2:18][CH2:17][CH2:16][CH2:15][O:14]1)[C:5]([O:7][CH3:8])=[O:6].COC1C=CC=C(OC)[C:26]=1[C:27]1[CH:28]=[CH:29][CH:30]=[CH:31][C:32]=1P(C1CCCCC1)C1CCCCC1.P([O-])([O-])([O-])=O.[K+].[K+].[K+].CC1(C)C(B2OC(C)(C)C(C)(C)O2)=CCC1. (4) Given the product [F:15][C:12]1[CH:13]=[CH:14][C:9]([CH:7]([OH:8])[CH2:6][NH:5][CH2:27][C:26]2[CH:29]=[CH:30][C:23]([O:22][C:17]3[CH:18]=[N:19][CH:20]=[CH:21][N:16]=3)=[CH:24][CH:25]=2)=[CH:10][CH:11]=1, predict the reactants needed to synthesize it. The reactants are: C([BH3-])#N.[Na+].[NH2:5][CH2:6][CH:7]([C:9]1[CH:14]=[CH:13][C:12]([F:15])=[CH:11][CH:10]=1)[OH:8].[N:16]1[CH:21]=[CH:20][N:19]=[CH:18][C:17]=1[O:22][C:23]1[CH:30]=[CH:29][C:26]([CH:27]=O)=[CH:25][CH:24]=1.C(O)(=O)C. (5) Given the product [CH:1]([C:3]1[CH:11]=[CH:10][C:6]([C:7]([O:9][CH2:18][CH3:19])=[O:8])=[C:5]([CH3:12])[CH:4]=1)=[O:2], predict the reactants needed to synthesize it. The reactants are: [CH:1]([C:3]1[CH:11]=[CH:10][C:6]([C:7]([OH:9])=[O:8])=[C:5]([CH3:12])[CH:4]=1)=[O:2].S(=O)(=O)(O)O.[CH2:18](O)[CH3:19]. (6) Given the product [CH3:16][O:15][C:14]1[C:13]([O:17][CH3:18])=[CH:12][CH:11]=[C:10]([C:19]2[CH:27]=[CH:26][CH:25]=[C:24]3[C:20]=2[CH2:21][CH2:22][C:23]3=[O:28])[C:9]=1[O:8][CH2:7][C:3]1([CH2:2][NH:1][C:38](=[O:42])[CH:39]([CH3:41])[CH3:40])[CH2:4][O:5][CH2:6]1, predict the reactants needed to synthesize it. The reactants are: [NH2:1][CH2:2][C:3]1([CH2:7][O:8][C:9]2[C:14]([O:15][CH3:16])=[C:13]([O:17][CH3:18])[CH:12]=[CH:11][C:10]=2[C:19]2[CH:27]=[CH:26][CH:25]=[C:24]3[C:20]=2[CH2:21][CH2:22][C:23]3=[O:28])[CH2:6][O:5][CH2:4]1.C(N(C(C)C)CC)(C)C.[C:38](Cl)(=[O:42])[CH:39]([CH3:41])[CH3:40].